From a dataset of Catalyst prediction with 721,799 reactions and 888 catalyst types from USPTO. Predict which catalyst facilitates the given reaction. (1) Reactant: [CH2:1]([O:3][C:4]([N:6]1[C:15]2[C:10](=[N:11][C:12]([O:16][CH3:17])=[CH:13][CH:14]=2)[C@@H:9]([NH2:18])[CH2:8][C@H:7]1[CH2:19][CH3:20])=[O:5])[CH3:2].[Br:21][C:22]1[CH:23]=[N:24][C:25](Cl)=[N:26][CH:27]=1.C(N(CC)C(C)C)(C)C. Product: [CH2:1]([O:3][C:4]([N:6]1[C:15]2[C:10](=[N:11][C:12]([O:16][CH3:17])=[CH:13][CH:14]=2)[C@@H:9]([NH:18][C:25]2[N:26]=[CH:27][C:22]([Br:21])=[CH:23][N:24]=2)[CH2:8][C@H:7]1[CH2:19][CH3:20])=[O:5])[CH3:2]. The catalyst class is: 12. (2) Reactant: I[C:2]1[N:3]=[CH:4][N:5](C(C2C=CC=CC=2)(C2C=CC=CC=2)C2C=CC=CC=2)[CH:6]=1.CC[Mg+].[Br-].[CH:30](=[O:37])[C:31]1[CH:36]=[CH:35][CH:34]=[CH:33][CH:32]=1.CO. Product: [NH:3]1[CH:2]=[C:6]([CH:30]([C:31]2[CH:36]=[CH:35][CH:34]=[CH:33][CH:32]=2)[OH:37])[N:5]=[CH:4]1. The catalyst class is: 1. (3) Reactant: [BH4-].[Na+].[CH3:3][S:4][CH2:5][CH2:6][CH2:7][C:8]1[CH:13]=[C:12]([C:14](OC)=[O:15])[N:11]=[C:10]([C:18]([O:20][CH3:21])=[O:19])[CH:9]=1.Cl. Product: [OH:15][CH2:14][C:12]1[N:11]=[C:10]([C:18]([O:20][CH3:21])=[O:19])[CH:9]=[C:8]([CH2:7][CH2:6][CH2:5][S:4][CH3:3])[CH:13]=1. The catalyst class is: 5. (4) Reactant: [O:1]1[CH2:6][CH2:5][CH2:4][CH2:3][CH:2]1[O:7][C:8]1[CH:9]=[C:10]([C:14]23[CH2:21][CH2:20][C:17]([CH2:22][CH2:23][CH2:24][C:25](O)=[O:26])([CH2:18][CH2:19]2)[CH2:16][O:15]3)[CH:11]=[CH:12][CH:13]=1.B.C1COCC1. Product: [O:1]1[CH2:6][CH2:5][CH2:4][CH2:3][CH:2]1[O:7][C:8]1[CH:9]=[C:10]([C:14]23[CH2:19][CH2:18][C:17]([CH2:22][CH2:23][CH2:24][CH2:25][OH:26])([CH2:20][CH2:21]2)[CH2:16][O:15]3)[CH:11]=[CH:12][CH:13]=1. The catalyst class is: 1. (5) Reactant: Cl[C:2]1[C:7]([C:8]#[N:9])=[C:6]([N:10]2[CH2:15][CH2:14][CH2:13][CH2:12][CH2:11]2)[C:5]([C:16]#[N:17])=[C:4]([S:18][CH2:19][C:20]2[N:21]=[C:22]([C:25]3[CH:30]=[CH:29][C:28]([Cl:31])=[CH:27][CH:26]=3)[S:23][CH:24]=2)[N:3]=1.[NH2:32][CH2:33][CH2:34][C:35]([OH:37])=[O:36]. Product: [Cl:31][C:28]1[CH:29]=[CH:30][C:25]([C:22]2[S:23][CH:24]=[C:20]([CH2:19][S:18][C:4]3[N:3]=[C:2]([NH:32][CH2:33][CH2:34][C:35]([OH:37])=[O:36])[C:7]([C:8]#[N:9])=[C:6]([N:10]4[CH2:11][CH2:12][CH2:13][CH2:14][CH2:15]4)[C:5]=3[C:16]#[N:17])[N:21]=2)=[CH:26][CH:27]=1. The catalyst class is: 3. (6) Product: [Cl:20][C:17]1[CH:18]=[CH:19][C:14]([C@H:10]([C:11]([NH:41][C:42]2[CH:43]=[C:44]3[C:49](=[CH:50][CH:51]=2)[CH:48]=[N:47][CH:46]=[CH:45]3)=[O:13])[CH2:9][NH:8][C:6](=[O:7])[O:5][C:1]([CH3:2])([CH3:3])[CH3:4])=[CH:15][CH:16]=1. The catalyst class is: 3. Reactant: [C:1]([O:5][C:6]([NH:8][CH2:9][C@H:10]([C:14]1[CH:19]=[CH:18][C:17]([Cl:20])=[CH:16][CH:15]=1)[C:11]([OH:13])=O)=[O:7])([CH3:4])([CH3:3])[CH3:2].CC1C=C(C)C=C(C)N=1.ClC(OC(C)(C)C(Cl)(Cl)Cl)=O.[NH2:41][C:42]1[CH:43]=[C:44]2[C:49](=[CH:50][CH:51]=1)[CH:48]=[N:47][CH:46]=[CH:45]2.C([O-])(O)=O.[Na+]. (7) Reactant: [Cl:1][C:2]1[CH:3]=[CH:4][C:5]2[O:9][C:8]([C:10]([NH2:12])=[O:11])=[C:7]([NH:13][C:14](=O)[CH2:15]Cl)[C:6]=2[CH:18]=1.C(N(CC)CC)C.[OH:26][C@H:27]1[CH2:31][CH2:30][NH:29][CH2:28]1. Product: [Cl:1][C:2]1[CH:3]=[CH:4][C:5]2[O:9][C:8]3[C:10](=[O:11])[NH:12][C:14]([CH2:15][N:29]4[CH2:30][CH2:31][C@H:27]([OH:26])[CH2:28]4)=[N:13][C:7]=3[C:6]=2[CH:18]=1. The catalyst class is: 8. (8) Reactant: [CH3:1][C:2]1[CH:7]=[CH:6][CH:5]=[C:4]([CH3:8])[C:3]=1[OH:9].[Br:10][C:11]1[CH:16]=[CH:15][C:14]([C:17](O)([CH2:20][CH3:21])[CH2:18][CH3:19])=[CH:13][C:12]=1[CH3:23]. Product: [Br:10][C:11]1[CH:16]=[CH:15][C:14]([C:17]([C:6]2[CH:5]=[C:4]([CH3:8])[C:3]([OH:9])=[C:2]([CH3:1])[CH:7]=2)([CH2:20][CH3:21])[CH2:18][CH3:19])=[CH:13][C:12]=1[CH3:23]. The catalyst class is: 55.